This data is from Reaction yield outcomes from USPTO patents with 853,638 reactions. The task is: Predict the reaction yield, written as a fraction of the theoretical maximum amount of product (1.0 means a 100% yield; for example, 0.34 means a 34% yield). (1) The reactants are [C:1]1([S:7]([C:10]2[CH:11]=[CH:12][C:13]([CH2:20][CH2:21][CH3:22])=[C:14]([S:16](Cl)(=[O:18])=[O:17])[CH:15]=2)(=[O:9])=[O:8])[CH:6]=[CH:5][CH:4]=[CH:3][CH:2]=1.[NH2:23][CH:24]1[CH2:29][CH2:28][N:27]([C:30]([O:32][C:33]([CH3:36])([CH3:35])[CH3:34])=[O:31])[CH2:26][CH2:25]1. No catalyst specified. The product is [C:1]1([S:7]([C:10]2[CH:11]=[CH:12][C:13]([CH2:20][CH2:21][CH3:22])=[C:14]([S:16]([NH:23][CH:24]3[CH2:25][CH2:26][N:27]([C:30]([O:32][C:33]([CH3:36])([CH3:35])[CH3:34])=[O:31])[CH2:28][CH2:29]3)(=[O:18])=[O:17])[CH:15]=2)(=[O:9])=[O:8])[CH:6]=[CH:5][CH:4]=[CH:3][CH:2]=1. The yield is 0.770. (2) The reactants are [Cl:1][C:2]1[CH:7]=[CH:6][CH:5]=[C:4]([Cl:8])[C:3]=1[N:9]=[N+:10]=[N-:11].[CH3:12][CH:13]([CH3:18])[C:14]#[C:15][CH2:16][OH:17].ClC1C=CC=C(Cl)C=1N1C(C(C)C)=C(CO)N=N1. The catalyst is C1(C)C=CC=CC=1. The product is [Cl:1][C:2]1[CH:7]=[CH:6][CH:5]=[C:4]([Cl:8])[C:3]=1[N:9]1[C:15]([CH2:16][OH:17])=[C:14]([CH:13]([CH3:18])[CH3:12])[N:11]=[N:10]1. The yield is 0.230. (3) The reactants are S[NH:2][C@:3]([CH3:17])([C:14]([OH:16])=[O:15])[CH2:4][C:5]1[C:13]2[C:8](=[CH:9][CH:10]=[CH:11][CH:12]=2)[NH:7][CH:6]=1.Cl[C:19]1[O:20][C:21]2[CH:27]=[CH:26][CH:25]=[CH:24][C:22]=2[N:23]=1.C(=O)([O-])[O-].[K+].[K+].C(N(CC)CC)C. The catalyst is [Cl-].C([N+](CC)(CC)CC)C1C=CC=CC=1.[Cu]I.CC1C(P(C2C(C)=CC=CC=2)C2C(C)=CC=CC=2)=CC=CC=1.CC1C(P(C2C(C)=CC=CC=2)C2C(C)=CC=CC=2)=CC=CC=1.Cl[Pd]Cl.CN(C=O)C.O. The product is [O:20]1[C:21]2[CH:27]=[CH:26][CH:25]=[CH:24][C:22]=2[N:23]=[C:19]1[NH:2][C@@:3]([CH3:17])([CH2:4][C:5]1[C:13]2[C:8](=[CH:9][CH:10]=[CH:11][CH:12]=2)[NH:7][CH:6]=1)[C:14]([OH:16])=[O:15]. The yield is 0.290. (4) The reactants are [N-:1]=[N+:2]=[N-:3].[Na+].O(S(C(F)(F)F)(=O)=O)S(C(F)(F)F)(=O)=O.S(N=[N+]=[N-])(C(F)(F)F)(=O)=O.Cl.N[CH:32]([CH2:37][CH2:38][CH2:39][CH2:40][NH:41][C:42]([O:44][CH2:45][C:46]1[CH:51]=[CH:50][CH:49]=[CH:48][CH:47]=1)=[O:43])[C:33]([O:35][CH3:36])=[O:34]. The catalyst is O.CN(C1C=CN=CC=1)C.C(Cl)Cl. The product is [N:1]([CH:32]([CH2:37][CH2:38][CH2:39][CH2:40][NH:41][C:42]([O:44][CH2:45][C:46]1[CH:51]=[CH:50][CH:49]=[CH:48][CH:47]=1)=[O:43])[C:33]([O:35][CH3:36])=[O:34])=[N+:2]=[N-:3]. The yield is 0.960. (5) The reactants are [Br:1][C:2]1[N:7]2[CH:8]=[CH:9][N:10]=[C:6]2[C:5]([NH:11][C:12]2[CH:20]=[CH:19][C:15]([C:16]([OH:18])=O)=[CH:14][CH:13]=2)=[N:4][CH:3]=1.[CH2:21]([N:23]([CH2:27][CH3:28])[CH2:24][CH2:25][NH2:26])[CH3:22].CCN(C(C)C)C(C)C.F[P-](F)(F)(F)(F)F.N1(OC(N(C)C)=[N+](C)C)C2N=CC=CC=2N=N1. The catalyst is CN(C=O)C. The product is [Br:1][C:2]1[N:7]2[CH:8]=[CH:9][N:10]=[C:6]2[C:5]([NH:11][C:12]2[CH:13]=[CH:14][C:15]([C:16]([NH:26][CH2:25][CH2:24][N:23]([CH2:27][CH3:28])[CH2:21][CH3:22])=[O:18])=[CH:19][CH:20]=2)=[N:4][CH:3]=1. The yield is 0.690.